Dataset: Full USPTO retrosynthesis dataset with 1.9M reactions from patents (1976-2016). Task: Predict the reactants needed to synthesize the given product. (1) Given the product [CH:18]1([NH:17][C:16]([C:14]2[CH:13]=[CH:12][C:11]([CH3:22])=[C:10]([NH:9][C:7]([C:4]3[S:5][CH:6]=[C:2]([C:28]4[CH:29]=[N:30][C:25]([F:24])=[CH:26][CH:27]=4)[C:3]=3[CH3:23])=[O:8])[CH:15]=2)=[O:21])[CH2:20][CH2:19]1, predict the reactants needed to synthesize it. The reactants are: Br[C:2]1[C:3]([CH3:23])=[C:4]([C:7]([NH:9][C:10]2[CH:15]=[C:14]([C:16](=[O:21])[NH:17][CH:18]3[CH2:20][CH2:19]3)[CH:13]=[CH:12][C:11]=2[CH3:22])=[O:8])[S:5][CH:6]=1.[F:24][C:25]1[N:30]=[CH:29][C:28](B(O)O)=[CH:27][CH:26]=1. (2) Given the product [CH3:1][S:2]([OH:5])(=[O:4])=[O:3].[F:6][C:7]1[CH:29]=[CH:28][C:10]([CH2:11][O:12][C:13]2[CH:18]=[CH:17][N:16]=[C:15]3[C:19]([CH3:27])=[C:20]([CH3:26])[N:21]([CH2:22][CH2:23][O:24][CH3:25])[C:14]=23)=[CH:9][CH:8]=1, predict the reactants needed to synthesize it. The reactants are: [CH3:1][S:2]([OH:5])(=[O:4])=[O:3].[F:6][C:7]1[CH:29]=[CH:28][C:10]([CH2:11][O:12][C:13]2[CH:18]=[CH:17][N:16]=[C:15]3[C:19]([CH3:27])=[C:20]([CH3:26])[N:21]([CH2:22][CH2:23][O:24][CH3:25])[C:14]=23)=[CH:9][CH:8]=1. (3) Given the product [CH:24]([C:3]1[CH:4]=[C:5]([CH:8]2[CH2:12][CH2:11][O:10][C:9]2=[O:13])[CH:6]=[CH:7][C:2]=1[OH:1])=[O:25], predict the reactants needed to synthesize it. The reactants are: [OH:1][C:2]1[CH:7]=[CH:6][C:5]([CH:8]2[CH2:12][CH2:11][O:10][C:9]2=[O:13])=[CH:4][CH:3]=1.[Cl-].[Mg+2].[Cl-].C(N(CC)CC)C.[CH2:24]=[O:25].Cl. (4) The reactants are: [NH:1]1[CH2:6][CH2:5][CH:4]([CH2:7][NH:8][C:9]([C:11]2[C:12]3[CH2:13][C@H:14]4[CH2:27][C@H:15]4[C:16]=3[N:17]([C:19]3[CH:24]=[CH:23][C:22]([F:25])=[CH:21][C:20]=3[F:26])[N:18]=2)=[O:10])[CH2:3][CH2:2]1.Br[CH2:29][CH2:30][O:31][CH3:32].CCN(C(C)C)C(C)C. Given the product [CH3:32][O:31][CH2:30][CH2:29][N:1]1[CH2:6][CH2:5][CH:4]([CH2:7][NH:8][C:9]([C:11]2[C:12]3[CH2:13][C@H:14]4[CH2:27][C@H:15]4[C:16]=3[N:17]([C:19]3[CH:24]=[CH:23][C:22]([F:25])=[CH:21][C:20]=3[F:26])[N:18]=2)=[O:10])[CH2:3][CH2:2]1, predict the reactants needed to synthesize it. (5) Given the product [CH3:26][N:23]1[CH2:24][CH2:25][N:20]([CH2:19][CH2:18][C:15]2[CH:14]=[CH:13][C:12]([NH:11][C:9]([C:8]3[CH:27]=[CH:28][C:29]4[N:30]=[C:48]([C:33]5[CH:34]=[C:35]([C:38]6[CH:43]=[C:42]([O:44][CH3:45])[CH:41]=[CH:40][C:39]=6[O:46][CH3:47])[CH:36]=[CH:37][C:32]=5[OH:31])[NH:5][C:6]=4[CH:7]=3)=[O:10])=[CH:17][CH:16]=2)[CH2:21][CH2:22]1, predict the reactants needed to synthesize it. The reactants are: O=S(Cl)Cl.[NH2:5][C:6]1[CH:7]=[C:8]([CH:27]=[CH:28][C:29]=1[NH2:30])[C:9]([NH:11][C:12]1[CH:17]=[CH:16][C:15]([CH2:18][CH2:19][N:20]2[CH2:25][CH2:24][N:23]([CH3:26])[CH2:22][CH2:21]2)=[CH:14][CH:13]=1)=[O:10].[OH:31][C:32]1[CH:37]=[CH:36][C:35]([C:38]2[CH:43]=[C:42]([O:44][CH3:45])[CH:41]=[CH:40][C:39]=2[O:46][CH3:47])=[CH:34][C:33]=1[CH:48]=O.CO. (6) Given the product [C:26]([N:29]1[CH2:34][CH2:33][N:32]2[N:35]=[C:36]([NH:38][C:39]3[C:40](=[O:55])[N:41]([CH3:54])[CH:42]=[C:43]([C:21]4[C:18]([CH:19]=[O:20])=[C:17]([N:10]5[N:9]=[CH:8][C:7]6[C:12](=[C:13]([F:15])[CH:14]=[C:5]([C:1]([CH3:4])([CH3:3])[CH3:2])[CH:6]=6)[C:11]5=[O:16])[N:24]=[CH:23][CH:22]=4)[CH:44]=3)[CH:37]=[C:31]2[CH2:30]1)(=[O:28])[CH3:27], predict the reactants needed to synthesize it. The reactants are: [C:1]([C:5]1[CH:6]=[C:7]2[C:12](=[C:13]([F:15])[CH:14]=1)[C:11](=[O:16])[N:10]([C:17]1[N:24]=[CH:23][CH:22]=[C:21](Cl)[C:18]=1[CH:19]=[O:20])[N:9]=[CH:8]2)([CH3:4])([CH3:3])[CH3:2].[C:26]([N:29]1[CH2:34][CH2:33][N:32]2[N:35]=[C:36]([NH:38][C:39]3[C:40](=[O:55])[N:41]([CH3:54])[CH:42]=[C:43](B4OC(C)(C)C(C)(C)O4)[CH:44]=3)[CH:37]=[C:31]2[CH2:30]1)(=[O:28])[CH3:27].